From a dataset of Reaction yield outcomes from USPTO patents with 853,638 reactions. Predict the reaction yield, written as a fraction of the theoretical maximum amount of product (1.0 means a 100% yield; for example, 0.34 means a 34% yield). (1) The reactants are [C:1]([O:4][C:5]1[CH:15]=[CH:14][CH:13]=[CH:12][C:6]=1[C:7]([O:9][CH2:10]Cl)=[O:8])(=[O:3])[CH3:2].[N+:16]([O:19][CH2:20][CH2:21][CH2:22][CH2:23][C:24]([OH:26])=[O:25])([O-:18])=[O:17].CCN(CC)CC. The catalyst is CN(C=O)C.O. The product is [C:1]([O:4][C:5]1[CH:15]=[CH:14][CH:13]=[CH:12][C:6]=1[C:7]([O:9][CH2:10][O:26][C:24](=[O:25])[CH2:23][CH2:22][CH2:21][CH2:20][O:19][N+:16]([O-:18])=[O:17])=[O:8])(=[O:3])[CH3:2]. The yield is 0.100. (2) The reactants are [Br:1]Br.C([NH:7][S:8]([C:11]1[C:20]2[CH2:19][CH2:18][CH2:17][CH2:16][C:15]=2[C:14]([C:21]2[C:25]([CH3:26])=[CH:24][S:23][C:22]=2[C:27]([O:29][CH3:30])=[O:28])=[CH:13][CH:12]=1)(=[O:10])=[O:9])(C)(C)C. The catalyst is ClCCl. The product is [Br:1][C:24]1[S:23][C:22]([C:27]([O:29][CH3:30])=[O:28])=[C:21]([C:14]2[C:15]3[CH2:16][CH2:17][CH2:18][CH2:19][C:20]=3[C:11]([S:8](=[O:10])(=[O:9])[NH2:7])=[CH:12][CH:13]=2)[C:25]=1[CH3:26]. The yield is 0.674. (3) The yield is 0.620. The catalyst is O1CCCC1.N1C=CC=CC=1. The reactants are [NH:1]1[CH:5]=[CH:4][C:3]([C:6]([O:8][CH3:9])=[O:7])=[CH:2]1.[Br:10]N1C(=O)CCC1=O.O. The product is [Br:10][C:5]1[NH:1][CH:2]=[C:3]([C:6]([O:8][CH3:9])=[O:7])[CH:4]=1. (4) The reactants are Cl[C:2]1[N:3]=[CH:4][C:5]([N:9]2[CH2:14][CH2:13][CH:12]([C:15]([OH:17])=[O:16])[CH2:11][CH2:10]2)=[N:6][C:7]=1[CH3:8].C([O-])(=[O:20])C.[K+]. The catalyst is FC(F)(F)C(O)=O. The product is [CH3:8][C:7]1[C:2](=[O:20])[NH:3][CH:4]=[C:5]([N:9]2[CH2:14][CH2:13][CH:12]([C:15]([OH:17])=[O:16])[CH2:11][CH2:10]2)[N:6]=1. The yield is 0.190.